Dataset: Full USPTO retrosynthesis dataset with 1.9M reactions from patents (1976-2016). Task: Predict the reactants needed to synthesize the given product. (1) Given the product [Br:1][C:2]1[CH:3]=[C:4]2[C:23]([C:8]([NH:10][C:11]3[CH:16]=[C:15]([O:17][CH3:18])[C:14]([Cl:19])=[CH:13][C:12]=3[Cl:20])=[C:7]([C:21]#[N:22])[CH:6]=[N:5]2)=[CH:24][C:25]=1[O:26][CH3:27], predict the reactants needed to synthesize it. The reactants are: [Br:1][C:2]1[CH:3]=[C:4]([CH:23]=[CH:24][C:25]=1[O:26][CH3:27])[NH:5][CH:6]=[C:7]([C:21]#[N:22])[C:8]([NH:10][C:11]1[CH:16]=[C:15]([O:17][CH3:18])[C:14]([Cl:19])=[CH:13][C:12]=1[Cl:20])=O.P(Cl)(Cl)(Cl)=O. (2) The reactants are: Br[C:2]1[CH:23]=[CH:22][C:5]([C:6]([NH:8][S:9]([C:12]2[CH:17]=[CH:16][CH:15]=[CH:14][C:13]=2[S:18](=[O:21])(=[O:20])[NH2:19])(=[O:11])=[O:10])=[O:7])=[CH:4][N:3]=1.[C:24]1([C:30]#[CH:31])[CH:29]=[CH:28][CH:27]=[CH:26][CH:25]=1. Given the product [C:24]1([C:30]#[C:31][C:2]2[CH:23]=[CH:22][C:5]([C:6]([NH:8][S:9]([C:12]3[CH:17]=[CH:16][CH:15]=[CH:14][C:13]=3[S:18](=[O:21])(=[O:20])[NH2:19])(=[O:11])=[O:10])=[O:7])=[CH:4][N:3]=2)[CH:29]=[CH:28][CH:27]=[CH:26][CH:25]=1, predict the reactants needed to synthesize it. (3) The reactants are: [NH2:1][C:2]1[CH:3]=[C:4]([C:8](=[O:10])[CH3:9])[CH:5]=[CH:6][CH:7]=1.[F:11][C:12]([F:18])([F:17])[C:13](OC)=[O:14].O. Given the product [C:8]([C:4]1[CH:3]=[C:2]([NH:1][C:13](=[O:14])[C:12]([F:18])([F:17])[F:11])[CH:7]=[CH:6][CH:5]=1)(=[O:10])[CH3:9], predict the reactants needed to synthesize it. (4) Given the product [Cl:6][C:7]1[CH:8]=[C:9]([OH:19])[CH:11]=[CH:12][C:13]=1[C:14]([F:17])([F:16])[F:15], predict the reactants needed to synthesize it. The reactants are: S(=O)(=O)(O)O.[Cl:6][C:7]1[CH:8]=[C:9]([CH:11]=[CH:12][C:13]=1[C:14]([F:17])([F:16])[F:15])N.N([O-])=[O:19].[Na+]. (5) Given the product [F:1][C:2]1[C:9]([F:10])=[CH:8][CH:7]=[C:6]([O:11][CH3:12])[C:3]=1[OH:21], predict the reactants needed to synthesize it. The reactants are: [F:1][C:2]1[C:9]([F:10])=[CH:8][CH:7]=[C:6]([O:11][CH3:12])[C:3]=1C=O.ClC1C=CC=C(C(OO)=[O:21])C=1.S([O-])([O-])=O.[Na+].[Na+].